This data is from NCI-60 drug combinations with 297,098 pairs across 59 cell lines. The task is: Regression. Given two drug SMILES strings and cell line genomic features, predict the synergy score measuring deviation from expected non-interaction effect. Drug 2: N.N.Cl[Pt+2]Cl. Drug 1: CC12CCC(CC1=CCC3C2CCC4(C3CC=C4C5=CN=CC=C5)C)O. Synergy scores: CSS=-7.23, Synergy_ZIP=7.65, Synergy_Bliss=-0.874, Synergy_Loewe=-9.31, Synergy_HSA=-7.28. Cell line: SK-MEL-28.